From a dataset of Peptide-MHC class I binding affinity with 185,985 pairs from IEDB/IMGT. Regression. Given a peptide amino acid sequence and an MHC pseudo amino acid sequence, predict their binding affinity value. This is MHC class I binding data. (1) The peptide sequence is YRHDGGNVL. The MHC is Mamu-B8301 with pseudo-sequence Mamu-B8301. The binding affinity (normalized) is 0. (2) The MHC is Patr-A0401 with pseudo-sequence Patr-A0401. The binding affinity (normalized) is 0.724. The peptide sequence is RLQLIMPAR. (3) The MHC is Mamu-A01 with pseudo-sequence Mamu-A01. The binding affinity (normalized) is 0.742. The peptide sequence is LAPAATFERL. (4) The peptide sequence is WRMLIDFRE. The MHC is Mamu-A07 with pseudo-sequence Mamu-A07. The binding affinity (normalized) is 0. (5) The peptide sequence is APVPIPFAA. The MHC is Mamu-A2201 with pseudo-sequence Mamu-A2201. The binding affinity (normalized) is 0.370. (6) The peptide sequence is HSSKCNGMY. The MHC is HLA-B08:01 with pseudo-sequence HLA-B08:01. The binding affinity (normalized) is 0. (7) The peptide sequence is LLSRVYQIL. The MHC is HLA-A02:03 with pseudo-sequence HLA-A02:03. The binding affinity (normalized) is 0.693. (8) The peptide sequence is ILEDQNCKL. The MHC is HLA-A02:03 with pseudo-sequence HLA-A02:03. The binding affinity (normalized) is 0.362. (9) The peptide sequence is LLRDNRAAL. The MHC is HLA-A26:01 with pseudo-sequence HLA-A26:01. The binding affinity (normalized) is 0.0847. (10) The peptide sequence is LDEESRARI. The MHC is Mamu-A11 with pseudo-sequence Mamu-A11. The binding affinity (normalized) is 0.444.